This data is from Catalyst prediction with 721,799 reactions and 888 catalyst types from USPTO. The task is: Predict which catalyst facilitates the given reaction. (1) Reactant: C1([C:7](=[O:20])[C:8]([C:10]2[CH:19]=[CH:18][C:17]3[CH2:16][CH2:15][CH2:14][CH2:13][C:12]=3[CH:11]=2)=O)C=CC=CC=1.[CH3:21][NH:22][C:23]([NH2:25])=[S:24].[OH-].[K+].Cl. Product: [CH3:21][N:22]1[C:7](=[O:20])[C:8]([C:10]2[CH:19]=[CH:18][CH:17]=[CH:12][CH:11]=2)([C:10]2[CH:19]=[CH:18][C:17]3[CH2:16][CH2:15][CH2:14][CH2:13][C:12]=3[CH:11]=2)[NH:25][C:23]1=[S:24]. The catalyst class is: 58. (2) Reactant: O[CH2:2][CH2:3][CH2:4][CH2:5][CH2:6][N:7]([CH:16]([CH3:18])[CH3:17])[C:8](=[O:15])[CH2:9][CH2:10][CH2:11][CH2:12][CH2:13][CH3:14].C(Br)(Br)(Br)[Br:20].O. Product: [Br:20][CH2:2][CH2:3][CH2:4][CH2:5][CH2:6][N:7]([CH:16]([CH3:18])[CH3:17])[C:8](=[O:15])[CH2:9][CH2:10][CH2:11][CH2:12][CH2:13][CH3:14]. The catalyst class is: 2.